Task: Predict the reaction yield, written as a fraction of the theoretical maximum amount of product (1.0 means a 100% yield; for example, 0.34 means a 34% yield).. Dataset: Reaction yield outcomes from USPTO patents with 853,638 reactions (1) The reactants are [F:1][C:2]([F:11])([F:10])[C:3]1[CH:8]=[CH:7][C:6]([OH:9])=[CH:5][CH:4]=1.N1C=CC=CC=1.[S:18](O[S:18]([C:21]([F:24])([F:23])[F:22])(=[O:20])=[O:19])([C:21]([F:24])([F:23])[F:22])(=[O:20])=[O:19]. The catalyst is ClCCl. The product is [F:22][C:21]([F:24])([F:23])[S:18]([O:9][C:6]1[CH:5]=[CH:4][C:3]([C:2]([F:10])([F:11])[F:1])=[CH:8][CH:7]=1)(=[O:20])=[O:19]. The yield is 0.764. (2) The reactants are [CH3:1][C:2]1([CH3:22])[C@@H:5]([C:6]2[N:10]=[CH:9][NH:8][N:7]=2)[CH2:4][C@H:3]1[NH:11][C:12](=[O:21])[O:13][CH2:14][C:15]1[CH:20]=[CH:19][CH:18]=[CH:17][CH:16]=1.[O:23]1[CH:28]=[CH:27][CH2:26][CH2:25][CH2:24]1.CC1C=CC(S([O-])(=O)=O)=CC=1.[NH+]1C=CC=CC=1. The catalyst is C(Cl)Cl. The product is [CH3:1][C:2]1([CH3:22])[C@@H:5]([C:6]2[N:10]=[CH:9][N:8]([CH:24]3[CH2:25][CH2:26][CH2:27][CH2:28][O:23]3)[N:7]=2)[CH2:4][C@H:3]1[NH:11][C:12](=[O:21])[O:13][CH2:14][C:15]1[CH:16]=[CH:17][CH:18]=[CH:19][CH:20]=1. The yield is 0.900. (3) The reactants are Cl.[NH2:2][C:3]1([C:9]([OH:11])=[O:10])[CH2:8][CH2:7][O:6][CH2:5][CH2:4]1.[CH3:12][Si](C=[N+]=[N-])(C)C.C(OCC)C. The catalyst is CO. The product is [NH2:2][C:3]1([C:9]([O:11][CH3:12])=[O:10])[CH2:8][CH2:7][O:6][CH2:5][CH2:4]1. The yield is 0.990.